Dataset: Full USPTO retrosynthesis dataset with 1.9M reactions from patents (1976-2016). Task: Predict the reactants needed to synthesize the given product. (1) Given the product [CH:1]([N:4]1[CH:8]=[C:7]([C:9]([OH:11])=[O:10])[N:6]=[C:5]1[CH3:14])([CH3:3])[CH3:2], predict the reactants needed to synthesize it. The reactants are: [CH:1]([N:4]1[CH:8]=[C:7]([C:9]([O:11]CC)=[O:10])[N:6]=[C:5]1[CH3:14])([CH3:3])[CH3:2].[OH-].[Na+].Cl. (2) Given the product [C:1]([O:6][CH3:7])(=[O:5])[C:2]([CH3:4])=[CH2:3].[C:8]([O:12][CH2:13][CH2:14][CH2:15][CH3:16])(=[O:11])[CH:9]=[CH2:10].[C:1]([O:6][CH3:7])(=[O:5])[C:2]([CH3:4])=[CH2:3], predict the reactants needed to synthesize it. The reactants are: [C:1]([O:6][CH3:7])(=[O:5])[C:2]([CH3:4])=[CH2:3].[C:8]([O:12][CH2:13][CH2:14][CH2:15][CH3:16])(=[O:11])[CH:9]=[CH2:10].C1(C)C=CC=CC=1.C(N)CCC.CC1(C)CC(OC(=O)CCCCCCCCC(OC2CC(C)(C)NC(C)(C)C2)=O)CC(C)(C)N1. (3) Given the product [C:1]([O:4][C@H:5]([C:41]1[CH:46]=[CH:45][C:44]([F:47])=[CH:43][CH:42]=1)[CH2:6][CH2:7][C@H:8]1[C:11](=[O:12])[N:10]([C:13]2[CH:14]=[CH:15][C:16]([CH2:19][CH3:20])=[CH:17][CH:18]=2)[C@@H:9]1[C:21]1[CH:26]=[CH:25][C:24]([CH2:27][CH2:28][C:29]([CH2:36][O:37][C:38](=[O:40])[CH3:39])([OH:35])[CH2:30][O:31][C:32](=[O:34])[CH3:33])=[CH:23][CH:22]=1)(=[O:3])[CH3:2], predict the reactants needed to synthesize it. The reactants are: [C:1]([O:4][C@H:5]([C:41]1[CH:46]=[CH:45][C:44]([F:47])=[CH:43][CH:42]=1)[CH2:6][CH2:7][C@H:8]1[C:11](=[O:12])[N:10]([C:13]2[CH:18]=[CH:17][C:16]([CH:19]=[CH2:20])=[CH:15][CH:14]=2)[C@@H:9]1[C:21]1[CH:26]=[CH:25][C:24]([CH2:27][CH2:28][C:29]([CH2:36][O:37][C:38](=[O:40])[CH3:39])([OH:35])[CH2:30][O:31][C:32](=[O:34])[CH3:33])=[CH:23][CH:22]=1)(=[O:3])[CH3:2]. (4) Given the product [O:16]=[C:14]([N:29]1[CH2:30][CH2:31][CH:26]([CH2:18][CH2:19][C:20]2[CH:25]=[CH:24][CH:23]=[CH:22][CH:21]=2)[CH2:27][CH2:28]1)[C:13]([NH:12][C:10]1[CH:9]=[CH:8][C:6]2[NH:7][C:2](=[O:1])[CH2:3][O:4][C:5]=2[CH:11]=1)=[O:17], predict the reactants needed to synthesize it. The reactants are: [O:1]=[C:2]1[NH:7][C:6]2[CH:8]=[CH:9][C:10]([NH:12][C:13](=[O:17])[C:14]([OH:16])=O)=[CH:11][C:5]=2[O:4][CH2:3]1.[CH2:18]([CH:26]1[CH2:31][CH2:30][NH:29][CH2:28][CH2:27]1)[CH2:19][C:20]1[CH:25]=[CH:24][CH:23]=[CH:22][CH:21]=1. (5) The reactants are: Cl.[Cl:2][C:3]1[CH:4]=[C:5]([CH:20]=[CH:21][C:22]=1[Cl:23])[CH2:6][CH:7]1[C:16]2[C:11](=[CH:12][CH:13]=[C:14]([O:17][CH3:18])[CH:15]=2)[CH2:10][CH2:9][CH:8]1[NH2:19].[CH2:24]([O:26][C:27](Cl)=[O:28])[CH3:25]. Given the product [Cl:2][C:3]1[CH:4]=[C:5]([CH:20]=[CH:21][C:22]=1[Cl:23])[CH2:6][CH:7]1[C:16]2[C:11](=[CH:12][CH:13]=[C:14]([O:17][CH3:18])[CH:15]=2)[CH2:10][CH2:9][CH:8]1[NH:19][C:27](=[O:28])[O:26][CH2:24][CH3:25], predict the reactants needed to synthesize it. (6) Given the product [F:20][C:18]1[CH:17]=[CH:16][C:15]([S:21]([N:24]([C:29]2[C:38]([C:39]([O:41][CH3:42])=[O:40])=[C:37]3[C:32]([C@H:33]4[CH2:43][C@H:34]4[CH2:35][O:36]3)=[CH:31][CH:30]=2)[C:25]([O:27][CH3:28])=[O:26])(=[O:22])=[O:23])=[C:14](/[CH:13]=[CH:12]\[CH2:11][N:56]2[CH2:57][CH2:58][C:54]([OH:59])([CH3:53])[CH2:55]2)[CH:19]=1, predict the reactants needed to synthesize it. The reactants are: CS(OS(C)(=O)=O)(=O)=O.O[CH2:11]/[CH:12]=[CH:13]\[C:14]1[CH:19]=[C:18]([F:20])[CH:17]=[CH:16][C:15]=1[S:21]([N:24]([C:29]1[C:38]([C:39]([O:41][CH3:42])=[O:40])=[C:37]2[C:32]([C@H:33]3[CH2:43][C@H:34]3[CH2:35][O:36]2)=[CH:31][CH:30]=1)[C:25]([O:27][CH3:28])=[O:26])(=[O:23])=[O:22].C(N(C(C)C)CC)(C)C.[CH3:53][C:54]1([OH:59])[CH2:58][CH2:57][NH:56][CH2:55]1.